Dataset: Full USPTO retrosynthesis dataset with 1.9M reactions from patents (1976-2016). Task: Predict the reactants needed to synthesize the given product. (1) The reactants are: [Cl:1][C:2]1[N:7]=[C:6]([NH:8][NH2:9])[C:5]([O:10][CH3:11])=[CH:4][N:3]=1.C(O)(C)C.[N:16]#[C:17]Br.C([O-])([O-])=O.[Na+].[Na+]. Given the product [NH2:16][C:17]1[N:7]2[C:2]([Cl:1])=[N:3][CH:4]=[C:5]([O:10][CH3:11])[C:6]2=[N:8][N:9]=1, predict the reactants needed to synthesize it. (2) Given the product [Cl:18][C:19]1[CH:20]=[C:21]([CH:24]=[C:25]([O:29][CH3:30])[C:26]=1[O:27][CH3:28])[CH:22]=[N:17][NH:16][C:14](=[O:15])[CH2:13][CH2:12][N:4]1[C:5]2[C:10](=[C:9]([CH3:11])[CH:8]=[CH:7][CH:6]=2)[C:2]([CH3:1])=[CH:3]1, predict the reactants needed to synthesize it. The reactants are: [CH3:1][C:2]1[C:10]2[C:5](=[CH:6][CH:7]=[CH:8][C:9]=2[CH3:11])[N:4]([CH2:12][CH2:13][C:14]([NH:16][NH2:17])=[O:15])[CH:3]=1.[Cl:18][C:19]1[CH:20]=[C:21]([CH:24]=[C:25]([O:29][CH3:30])[C:26]=1[O:27][CH3:28])[CH:22]=O. (3) Given the product [Br:18][C:16]1[CH:17]=[C:12]([NH:11][S:7]([C:1]2[CH:6]=[CH:5][CH:4]=[CH:3][CH:2]=2)(=[O:9])=[O:8])[C:13]([Cl:19])=[N:14][CH:15]=1, predict the reactants needed to synthesize it. The reactants are: [C:1]1([S:7](Cl)(=[O:9])=[O:8])[CH:6]=[CH:5][CH:4]=[CH:3][CH:2]=1.[NH2:11][C:12]1[C:13]([Cl:19])=[N:14][CH:15]=[C:16]([Br:18])[CH:17]=1.N1C=CC=CC=1. (4) The reactants are: [Br:1][C:2]1[CH:7]=[C:6]([C@@H:8]([NH:17][C:18](=[O:24])[O:19]C(C)(C)C)[C@H:9](O)[C:10]2[CH:15]=[CH:14][CH:13]=[CH:12][CH:11]=2)[CH:5]=[CH:4][N:3]=1.C(N1C=CN=C1)(N1C=CN=C1)=O. Given the product [Br:1][C:2]1[CH:7]=[C:6]([C@@H:8]2[C@@H:9]([C:10]3[CH:11]=[CH:12][CH:13]=[CH:14][CH:15]=3)[O:24][C:18](=[O:19])[NH:17]2)[CH:5]=[CH:4][N:3]=1, predict the reactants needed to synthesize it.